Dataset: Reaction yield outcomes from USPTO patents with 853,638 reactions. Task: Predict the reaction yield, written as a fraction of the theoretical maximum amount of product (1.0 means a 100% yield; for example, 0.34 means a 34% yield). (1) The reactants are [F:1][C:2]1[CH:7]=[CH:6][C:5]([NH:8][C:9]2[N:14]3[N:15]=[CH:16][C:17]([C:18]([OH:20])=O)=[C:13]3[N:12]=[CH:11][C:10]=2[C:21]([N:23]2[CH2:28][CH2:27][C:26]3([C:36]4[C:31](=[CH:32][CH:33]=[CH:34][CH:35]=4)[CH:30]=[C:29]3[CH3:37])[CH2:25][CH2:24]2)=[O:22])=[CH:4][CH:3]=1.[CH2:38]([S:40]([NH2:43])(=[O:42])=[O:41])[CH3:39]. No catalyst specified. The product is [F:1][C:2]1[CH:3]=[CH:4][C:5]([NH:8][C:9]2[N:14]3[N:15]=[CH:16][C:17]([C:18]([NH:43][S:40]([CH2:38][CH3:39])(=[O:42])=[O:41])=[O:20])=[C:13]3[N:12]=[CH:11][C:10]=2[C:21]([N:23]2[CH2:24][CH2:25][C:26]3([C:36]4[C:31](=[CH:32][CH:33]=[CH:34][CH:35]=4)[CH:30]=[C:29]3[CH3:37])[CH2:27][CH2:28]2)=[O:22])=[CH:6][CH:7]=1. The yield is 0.250. (2) The reactants are [F:1][C:2]1[CH:7]=[CH:6][C:5]([C:8]([C:35]2[CH:40]=[CH:39][C:38]([F:41])=[CH:37][CH:36]=2)=[CH:9][CH2:10][CH2:11][CH2:12][C:13]([N:15]2[CH2:20][CH2:19][N:18]([C:21](=[O:34])[C:22]3[CH:27]=[C:26]([O:28][CH3:29])[C:25]([O:30][CH3:31])=[C:24]([O:32][CH3:33])[CH:23]=3)[CH2:17][CH2:16]2)=[O:14])=[CH:4][CH:3]=1.[BH4-].[Na+].B(F)(F)F.CC[O:50]CC.[OH-].[Na+].OO. The catalyst is C1COCC1.O. The product is [F:1][C:2]1[CH:7]=[CH:6][C:5]([CH:8]([C:35]2[CH:36]=[CH:37][C:38]([F:41])=[CH:39][CH:40]=2)[CH:9]([OH:50])[CH2:10][CH2:11][CH2:12][C:13]([N:15]2[CH2:20][CH2:19][N:18]([C:21](=[O:34])[C:22]3[CH:23]=[C:24]([O:32][CH3:33])[C:25]([O:30][CH3:31])=[C:26]([O:28][CH3:29])[CH:27]=3)[CH2:17][CH2:16]2)=[O:14])=[CH:4][CH:3]=1. The yield is 0.640. (3) The product is [Cl:1][C:2]1[CH:7]=[C:6]([Cl:8])[CH:5]=[CH:4][C:3]=1[N:9]1[C:17]2[N:16]=[C:15]([CH2:18][CH3:19])[N:14]([CH:44]([CH2:43][O:42][CH3:41])[CH2:45][CH2:46][CH3:47])[C:13]=2[C:12](=[O:20])[N:11]([CH3:21])[CH2:10]1. The catalyst is C1COCC1. The reactants are [Cl:1][C:2]1[CH:7]=[C:6]([Cl:8])[CH:5]=[CH:4][C:3]=1[N:9]1[C:17]2[N:16]=[C:15]([CH2:18][CH3:19])[NH:14][C:13]=2[C:12](=[O:20])[N:11]([CH3:21])[CH2:10]1.C1C=CC(P(C2C=CC=CC=2)C2C=CC=CC=2)=CC=1.[CH3:41][O:42][CH2:43][CH:44](O)[CH2:45][CH2:46][CH3:47].CCOC(/N=N/C(OCC)=O)=O.C([O-])(O)=O.[Na+]. The yield is 0.560. (4) The reactants are [CH2:1]([NH:3][C:4](=[O:43])[NH:5][C:6]1[N:11]=[CH:10][C:9]([C:12]2[CH:13]=[C:14]3[C:19](=[CH:20][CH:21]=2)[N:18]([CH2:22][C@H:23]2[CH2:27][CH2:26][NH:25][CH2:24]2)[CH:17]=[C:16]([C:28]([O:30][CH2:31][CH3:32])=[O:29])[C:15]3=[O:33])=[C:8]([C:34]2[S:35][CH:36]=[C:37]([C:39]([F:42])([F:41])[F:40])[N:38]=2)[CH:7]=1)[CH3:2].Cl.O.[N:46]1([CH2:52][CH:53]=O)[CH2:51][CH2:50][O:49][CH2:48][CH2:47]1.C([BH3-])#N. The catalyst is CO. The product is [CH2:1]([NH:3][C:4](=[O:43])[NH:5][C:6]1[N:11]=[CH:10][C:9]([C:12]2[CH:13]=[C:14]3[C:19](=[CH:20][CH:21]=2)[N:18]([CH2:22][C@H:23]2[CH2:27][CH2:26][N:25]([CH2:53][CH2:52][N:46]4[CH2:51][CH2:50][O:49][CH2:48][CH2:47]4)[CH2:24]2)[CH:17]=[C:16]([C:28]([O:30][CH2:31][CH3:32])=[O:29])[C:15]3=[O:33])=[C:8]([C:34]2[S:35][CH:36]=[C:37]([C:39]([F:42])([F:41])[F:40])[N:38]=2)[CH:7]=1)[CH3:2]. The yield is 0.458. (5) The yield is 0.569. The reactants are [CH3:1][N:2]1[CH2:6][CH2:5][CH2:4][C:3]1=[O:7].C([N-]C(C)C)(C)C.[Li+].[Br:16][C:17]([CH2:19]Br)=[CH2:18]. The product is [Br:16][C:17](=[CH2:18])[CH2:19][CH:4]1[CH2:5][CH2:6][N:2]([CH3:1])[C:3]1=[O:7]. The catalyst is C1COCC1. (6) The reactants are [F:1][C:2]([F:11])([F:10])[C:3]1[CH:8]=[CH:7][C:6]([SH:9])=[CH:5][CH:4]=1.[Cl:12][C:13]1[CH:18]=[C:17]([N+:19]([O-:21])=[O:20])[CH:16]=[C:15]([Cl:22])[C:14]=1F.C(=O)([O-])[O-].[K+].[K+]. The catalyst is CN(C)C=O. The product is [Cl:12][C:13]1[CH:18]=[C:17]([N+:19]([O-:21])=[O:20])[CH:16]=[C:15]([Cl:22])[C:14]=1[S:9][C:6]1[CH:5]=[CH:4][C:3]([C:2]([F:1])([F:10])[F:11])=[CH:8][CH:7]=1. The yield is 0.477. (7) The catalyst is ClCCCl.CO.C(Cl)Cl. The product is [CH3:1][CH:2]1[CH2:7][CH2:6][CH2:5][N:4]([CH2:8][C:10]2[CH:25]=[CH:24][C:13]([O:14][C:15]3[CH:23]=[CH:22][C:18]([C:19]([NH2:21])=[O:20])=[CH:17][N:16]=3)=[CH:12][CH:11]=2)[CH2:3]1. The yield is 0.290. The reactants are [CH3:1][CH:2]1[CH2:7][CH2:6][CH2:5][NH:4][CH2:3]1.[CH:8]([C:10]1[CH:25]=[CH:24][C:13]([O:14][C:15]2[CH:23]=[CH:22][C:18]([C:19]([NH2:21])=[O:20])=[CH:17][N:16]=2)=[CH:12][CH:11]=1)=O.C(O[BH-](OC(=O)C)OC(=O)C)(=O)C.[Na+].C(O)(=O)C. (8) The reactants are [C:1]([O:5][C:6](=[O:18])[NH:7][C:8]1([C:11]2[CH:16]=[CH:15][C:14](I)=[CH:13][N:12]=2)[CH2:10][CH2:9]1)([CH3:4])([CH3:3])[CH3:2].[CH:19]1([C:22]([NH2:24])=[O:23])[CH2:21][CH2:20]1.[O-]P([O-])([O-])=O.[K+].[K+].[K+]. The catalyst is O1CCOCC1.CCOC(C)=O.[Cu]I. The product is [C:1]([O:5][C:6](=[O:18])[NH:7][C:8]1([C:11]2[CH:16]=[CH:15][C:14]([NH:24][C:22]([CH:19]3[CH2:21][CH2:20]3)=[O:23])=[CH:13][N:12]=2)[CH2:10][CH2:9]1)([CH3:4])([CH3:3])[CH3:2]. The yield is 0.560.